This data is from Forward reaction prediction with 1.9M reactions from USPTO patents (1976-2016). The task is: Predict the product of the given reaction. (1) Given the reactants Cl.[C:2]([C:6]1[CH:27]=[CH:26][CH:25]=[CH:24][C:7]=1[O:8][CH2:9][CH2:10][N:11]([CH3:23])[C:12]([C:14]1[C:18]2[CH2:19][NH:20][CH2:21][CH2:22][C:17]=2[NH:16][N:15]=1)=[O:13])([CH3:5])([CH3:4])[CH3:3].[C:28](Cl)(=[O:30])[CH3:29], predict the reaction product. The product is: [C:28]([N:20]1[CH2:21][CH2:22][C:17]2[NH:16][N:15]=[C:14]([C:12]([N:11]([CH2:10][CH2:9][O:8][C:7]3[CH:24]=[CH:25][CH:26]=[CH:27][C:6]=3[C:2]([CH3:5])([CH3:3])[CH3:4])[CH3:23])=[O:13])[C:18]=2[CH2:19]1)(=[O:30])[CH3:29]. (2) Given the reactants Cl[C:2]1[C:11]2[C:6](=[CH:7][C:8]([O:20][CH3:21])=[CH:9][C:10]=2[O:12][CH:13]2[CH2:18][CH2:17][N:16]([CH3:19])[CH2:15][CH2:14]2)[N:5]=[CH:4][N:3]=1.[F:22][C:23]1[CH:24]=[C:25]([CH:27]=[CH:28][CH:29]=1)[NH2:26], predict the reaction product. The product is: [F:22][C:23]1[CH:24]=[C:25]([CH:27]=[CH:28][CH:29]=1)[NH:26][C:2]1[C:11]2[C:6](=[CH:7][C:8]([O:20][CH3:21])=[CH:9][C:10]=2[O:12][CH:13]2[CH2:18][CH2:17][N:16]([CH3:19])[CH2:15][CH2:14]2)[N:5]=[CH:4][N:3]=1. (3) Given the reactants Cl[CH2:2][C:3]1[N:4]([CH2:15][CH3:16])[C:5]2[CH:11]=[C:10]([C:12](=[O:14])[CH3:13])[CH:9]=[CH:8][C:6]=2[N:7]=1.[NH:17]1[CH:21]=[CH:20][N:19]=[C:18]1[C:22]1[S:23][CH:24]=[CH:25][N:26]=1.C([O-])([O-])=O.[K+].[K+].C(Cl)Cl, predict the reaction product. The product is: [CH2:15]([N:4]1[C:5]2[CH:11]=[C:10]([C:12](=[O:14])[CH3:13])[CH:9]=[CH:8][C:6]=2[N:7]=[C:3]1[CH2:2][N:17]1[CH:21]=[CH:20][N:19]=[C:18]1[C:22]1[S:23][CH:24]=[CH:25][N:26]=1)[CH3:16]. (4) The product is: [OH:24][CH2:23][CH2:22][O:25][C:3]1[N:11]=[C:10]2[C:6]([N:7]=[CH:8][N:9]2[CH2:12][C:13]2[CH:14]=[N:15][C:16]([CH3:19])=[CH:17][CH:18]=2)=[C:5]([NH2:20])[N:4]=1. Given the reactants [Na].Cl[C:3]1[N:11]=[C:10]2[C:6]([N:7]=[CH:8][N:9]2[CH2:12][C:13]2[CH:14]=[N:15][C:16]([CH3:19])=[CH:17][CH:18]=2)=[C:5]([NH2:20])[N:4]=1.O.[CH2:22]([OH:25])[CH2:23][OH:24], predict the reaction product. (5) Given the reactants Cl.Cl.Cl.[S:4]1[C:12]2[CH:11]=[CH:10][N:9]=[C:8]([N:13]3[CH2:18][CH2:17][N:16]([CH2:19][CH2:20][C@H:21]4[CH2:26][CH2:25][C@H:24]([NH2:27])[CH2:23][CH2:22]4)[CH2:15][CH2:14]3)[C:7]=2[CH:6]=[CH:5]1.[O:28]1[CH2:33][CH2:32][CH:31]([CH2:34][C:35](O)=[O:36])[CH2:30][CH2:29]1, predict the reaction product. The product is: [O:28]1[CH2:33][CH2:32][CH:31]([CH2:34][C:35]([NH:27][C@H:24]2[CH2:25][CH2:26][C@H:21]([CH2:20][CH2:19][N:16]3[CH2:17][CH2:18][N:13]([C:8]4[C:7]5[CH:6]=[CH:5][S:4][C:12]=5[CH:11]=[CH:10][N:9]=4)[CH2:14][CH2:15]3)[CH2:22][CH2:23]2)=[O:36])[CH2:30][CH2:29]1. (6) The product is: [C:26]([CH2:25][CH2:24][CH2:23][N:22]1[C:9](=[O:10])[C:8]2[CH:16]=[C:17]([C:19]([OH:21])=[O:20])[CH:18]=[C:6]3[C:7]=2[C:12](=[CH:13][C:4]([N+:1]([O-:3])=[O:2])=[CH:5]3)[C:11]1=[O:14])([OH:28])=[O:27]. Given the reactants [N+:1]([C:4]1[CH:13]=[C:12]2[C:7]3=[C:8]([CH:16]=[C:17]([C:19]([OH:21])=[O:20])[CH:18]=[C:6]3[CH:5]=1)[C:9](=O)[O:10][C:11]2=[O:14])([O-:3])=[O:2].[NH2:22][CH2:23][CH2:24][CH2:25][C:26]([OH:28])=[O:27].C([O-])(=O)C.[Na+], predict the reaction product.